Dataset: Catalyst prediction with 721,799 reactions and 888 catalyst types from USPTO. Task: Predict which catalyst facilitates the given reaction. (1) Reactant: C([O:3][C:4]([C:6]1[N:7]([CH2:35][C:36]2[CH:41]=[CH:40][CH:39]=[C:38]([N+:42]([O-:44])=[O:43])[CH:37]=2)[C:8]2[C:13]([C:14]=1[N:15]1[CH2:19][CH2:18][CH2:17][C:16]1=[O:20])=[CH:12][CH:11]=[C:10]([C:21]1[CH:26]=[CH:25][C:24]([O:27][CH2:28][C:29]3[CH:34]=[CH:33][CH:32]=[CH:31][CH:30]=3)=[CH:23][CH:22]=1)[CH:9]=2)=[O:5])C. Product: [CH2:28]([O:27][C:24]1[CH:25]=[CH:26][C:21]([C:10]2[CH:9]=[C:8]3[C:13]([C:14]([N:15]4[CH2:19][CH2:18][CH2:17][C:16]4=[O:20])=[C:6]([C:4]([OH:5])=[O:3])[N:7]3[CH2:35][C:36]3[CH:41]=[CH:40][CH:39]=[C:38]([N+:42]([O-:44])=[O:43])[CH:37]=3)=[CH:12][CH:11]=2)=[CH:22][CH:23]=1)[C:29]1[CH:30]=[CH:31][CH:32]=[CH:33][CH:34]=1. The catalyst class is: 12. (2) Reactant: Cl.[C:2]([O:6][C:7](=[O:10])[CH2:8][NH2:9])([CH3:5])([CH3:4])[CH3:3].CN(C)C=O.C(N(CC)CC)C.[CH2:23]([O:30][C:31]1[CH:36]=[CH:35][C:34]([S:37](Cl)(=[O:39])=[O:38])=[CH:33][CH:32]=1)[C:24]1[CH:29]=[CH:28][CH:27]=[CH:26][CH:25]=1. Product: [C:2]([O:6][C:7](=[O:10])[CH2:8][NH:9][S:37]([C:34]1[CH:33]=[CH:32][C:31]([O:30][CH2:23][C:24]2[CH:25]=[CH:26][CH:27]=[CH:28][CH:29]=2)=[CH:36][CH:35]=1)(=[O:39])=[O:38])([CH3:5])([CH3:4])[CH3:3]. The catalyst class is: 33. (3) Reactant: [S:1](Cl)([C:4]1[CH:10]=[CH:9][C:7]([CH3:8])=[CH:6][CH:5]=1)(=[O:3])=[O:2].[C:12]([O:16][C:17]([NH:19][CH2:20][CH2:21][CH2:22][N:23]([CH3:59])[CH2:24][CH2:25][CH2:26][NH:27][C:28]1[C:40]2[C:39]3[C:34](=[CH:35][C:36]([C:41]([O:43][CH3:44])=[O:42])=[CH:37][CH:38]=3)[NH:33][C:32]=2[N:31]=[C:30]([CH2:45][C:46]2[CH:51]=[CH:50][CH:49]=[C:48]([C:52](=[N:57][OH:58])[C:53]([F:56])([F:55])[F:54])[CH:47]=2)[N:29]=1)=[O:18])([CH3:15])([CH3:14])[CH3:13].C(N(CC)CC)C. The catalyst class is: 79. Product: [C:12]([O:16][C:17]([NH:19][CH2:20][CH2:21][CH2:22][N:23]([CH3:59])[CH2:24][CH2:25][CH2:26][NH:27][C:28]1[C:40]2[C:39]3[C:34](=[CH:35][C:36]([C:41]([O:43][CH3:44])=[O:42])=[CH:37][CH:38]=3)[NH:33][C:32]=2[N:31]=[C:30]([CH2:45][C:46]2[CH:51]=[CH:50][CH:49]=[C:48]([C:52](=[N:57][O:58][S:1]([C:4]3[CH:10]=[CH:9][C:7]([CH3:8])=[CH:6][CH:5]=3)(=[O:3])=[O:2])[C:53]([F:54])([F:56])[F:55])[CH:47]=2)[N:29]=1)=[O:18])([CH3:15])([CH3:14])[CH3:13]. (4) Reactant: Br[C:2]1[CH:7]=[CH:6][C:5]([C:8]2[CH:13]=[CH:12][C:11]([N:14]3[CH:18]=[CH:17][N:16]=[N:15]3)=[CH:10][CH:9]=2)=[CH:4][CH:3]=1.[B:19]1([B:19]2[O:23][C:22]([CH3:25])([CH3:24])[C:21]([CH3:27])([CH3:26])[O:20]2)[O:23][C:22]([CH3:25])([CH3:24])[C:21]([CH3:27])([CH3:26])[O:20]1.C([O-])(=O)C.[K+]. Product: [CH3:26][C:21]1([CH3:27])[C:22]([CH3:25])([CH3:24])[O:23][B:19]([C:2]2[CH:7]=[CH:6][C:5]([C:8]3[CH:13]=[CH:12][C:11]([N:14]4[CH:18]=[CH:17][N:16]=[N:15]4)=[CH:10][CH:9]=3)=[CH:4][CH:3]=2)[O:20]1. The catalyst class is: 225.